This data is from CYP2C19 inhibition data for predicting drug metabolism from PubChem BioAssay. The task is: Regression/Classification. Given a drug SMILES string, predict its absorption, distribution, metabolism, or excretion properties. Task type varies by dataset: regression for continuous measurements (e.g., permeability, clearance, half-life) or binary classification for categorical outcomes (e.g., BBB penetration, CYP inhibition). Dataset: cyp2c19_veith. (1) The result is 1 (inhibitor). The molecule is O=C(N/N=C/c1ccc([N+](=O)[O-])o1)c1cc(-c2ccncc2)nc2ccccc12. (2) The compound is COc1ccc2c(c1)[C@]13CCCC[C@@H]1[C@H](C2)N(C)CC3. The result is 0 (non-inhibitor). (3) The molecule is O=C(CSc1nnc(-c2ccccc2)n1-c1ccccc1)c1cccs1. The result is 1 (inhibitor). (4) The compound is c1ccc2c(CC3NCCN3)cccc2c1. The result is 0 (non-inhibitor). (5) The result is 0 (non-inhibitor). The compound is CN(C)CCCOc1nn(Cc2ccccc2)c2ccccc12. (6) The compound is COc1ccc(NC(=O)CN(C)S(=O)(=O)c2ccc(Cl)cc2)c([N+](=O)[O-])c1. The result is 1 (inhibitor). (7) The compound is CC(=O)Nc1nc2ccccc2n1Cc1ccccc1. The result is 1 (inhibitor).